From a dataset of Full USPTO retrosynthesis dataset with 1.9M reactions from patents (1976-2016). Predict the reactants needed to synthesize the given product. (1) Given the product [CH2:1]([O:8][CH2:9][C:10]1[O:11][C:12]2[C:13](=[C:15]([C:27]#[N:28])[C:16]([CH3:26])=[C:17]([C:20]3[CH:25]=[CH:24][CH:23]=[CH:22][CH:21]=3)[C:18]=2[N:40]2[CH2:41][CH2:42][C@H:38]([N:37]([CH3:43])[CH3:36])[CH2:39]2)[N:14]=1)[C:2]1[CH:7]=[CH:6][CH:5]=[CH:4][CH:3]=1, predict the reactants needed to synthesize it. The reactants are: [CH2:1]([O:8][CH2:9][C:10]1[O:11][C:12]2[C:13](=[C:15]([C:27]#[N:28])[C:16]([CH3:26])=[C:17]([C:20]3[CH:25]=[CH:24][CH:23]=[CH:22][CH:21]=3)[C:18]=2F)[N:14]=1)[C:2]1[CH:7]=[CH:6][CH:5]=[CH:4][CH:3]=1.C(N(CC)CC)C.[CH3:36][N:37]([CH3:43])[C@H:38]1[CH2:42][CH2:41][NH:40][CH2:39]1.C(OCC)(=O)C. (2) Given the product [C:11]1([CH:6]2[CH2:7][CH2:8][CH2:9][C:3]2=[O:5])[CH:16]=[CH:15][CH:14]=[CH:13][CH:12]=1, predict the reactants needed to synthesize it. The reactants are: OO.[CH:3]([OH:5])=O.[C:6]1([C:11]2[CH:16]=[CH:15][CH:14]=[CH:13][CH:12]=2)C[CH2:9][CH2:8][CH:7]=1. (3) Given the product [N:24]1[CH:23]=[CH:22][C:27]([C:6]2[CH:7]=[C:8]([C:11]([F:14])([F:13])[F:12])[CH:9]=[CH:10][C:5]=2[C:4]([O:3][CH2:1][CH3:2])=[O:16])=[CH:26][N:25]=1, predict the reactants needed to synthesize it. The reactants are: [CH2:1]([O:3][C:4](=[O:16])[C:5]1[CH:10]=[CH:9][C:8]([C:11]([F:14])([F:13])[F:12])=[CH:7][C:6]=1I)[CH3:2].C([Sn](CCCC)(CCCC)[C:22]1[CH:27]=[CH:26][N:25]=[N:24][CH:23]=1)CCC.[F-].[Cs+]. (4) Given the product [CH3:18][C@H:19]1[NH:20][C@@H:21]([CH3:25])[CH2:22][N:23]([C:2]2[CH:7]=[CH:6][C:5]([O:8][CH2:9][CH2:10][CH2:11][N:12]3[CH2:17][CH2:16][CH2:15][CH2:14][CH2:13]3)=[CH:4][CH:3]=2)[CH2:24]1, predict the reactants needed to synthesize it. The reactants are: I[C:2]1[CH:7]=[CH:6][C:5]([O:8][CH2:9][CH2:10][CH2:11][N:12]2[CH2:17][CH2:16][CH2:15][CH2:14][CH2:13]2)=[CH:4][CH:3]=1.[CH3:18][C@@H:19]1[CH2:24][NH:23][CH2:22][C@H:21]([CH3:25])[NH:20]1. (5) Given the product [Br:20][CH2:30][C:25]1[CH:26]=[C:27]([I:29])[CH:28]=[C:23]([Cl:22])[CH:24]=1, predict the reactants needed to synthesize it. The reactants are: C1(P(C2C=CC=CC=2)C2C=CC=CC=2)C=CC=CC=1.[Br:20]Br.[Cl:22][C:23]1[CH:24]=[C:25]([CH2:30]O)[CH:26]=[C:27]([I:29])[CH:28]=1. (6) Given the product [C:1]([C:9]1[CH:36]=[CH:35][C:12]2[N:13]([CH2:17][CH2:18][O:19][C:20]3[CH:34]=[CH:33][C:23]([CH2:24][CH:25]([C:26]([NH:42][CH3:41])=[O:27])[C:29]([O:31][CH3:32])=[O:30])=[CH:22][CH:21]=3)[C:14](=[O:16])[S:15][C:11]=2[CH:10]=1)(=[O:8])[C:2]1[CH:7]=[CH:6][CH:5]=[CH:4][CH:3]=1, predict the reactants needed to synthesize it. The reactants are: [C:1]([C:9]1[CH:36]=[CH:35][C:12]2[N:13]([CH2:17][CH2:18][O:19][C:20]3[CH:34]=[CH:33][C:23]([CH2:24][CH:25]([C:29]([O:31][CH3:32])=[O:30])[C:26](O)=[O:27])=[CH:22][CH:21]=3)[C:14](=[O:16])[S:15][C:11]=2[CH:10]=1)(=[O:8])[C:2]1[CH:7]=[CH:6][CH:5]=[CH:4][CH:3]=1.S(Cl)(Cl)=O.[CH3:41][NH2:42]. (7) Given the product [CH3:9][O:10][C:11]1[CH:16]=[CH:15][CH:14]=[CH:13][C:12]=1[C:2]1[S:6][C:5]([CH:7]=[O:8])=[CH:4][CH:3]=1, predict the reactants needed to synthesize it. The reactants are: Br[C:2]1[S:6][C:5]([CH:7]=[O:8])=[CH:4][CH:3]=1.[CH3:9][O:10][C:11]1[CH:16]=[CH:15][CH:14]=[CH:13][C:12]=1B(O)O.C(=O)([O-])[O-].[Na+].[Na+]. (8) Given the product [O:1]1[C:5]2[CH:6]=[CH:7][CH:8]=[C:9]([CH:10]=[O:13])[C:4]=2[O:3][CH2:2]1, predict the reactants needed to synthesize it. The reactants are: [O:1]1[C:5]2[CH:6]=[CH:7][CH:8]=[C:9]([C:10](=[O:13])CBr)[C:4]=2[O:3][CH2:2]1.ClC1C=C(Cl)C=CC=1C=O. (9) Given the product [SH:8][C:4]1[CH:3]=[C:2]([NH:1][C:9](=[O:11])[CH3:10])[CH:7]=[CH:6][CH:5]=1, predict the reactants needed to synthesize it. The reactants are: [NH2:1][C:2]1[CH:3]=[C:4]([SH:8])[CH:5]=[CH:6][CH:7]=1.[C:9](OC(=O)C)(=[O:11])[CH3:10].C(N(CC)CC)C. (10) The reactants are: C([O:8][C:9]1[CH:10]=[C:11]2[C:15](=[CH:16][CH:17]=1)[N:14]([CH2:18][C:19]1[CH:24]=[CH:23][C:22]([O:25][CH2:26][CH2:27][N:28]3[CH2:32][CH2:31][C@@H:30]([CH2:33][F:34])[CH2:29]3)=[CH:21][CH:20]=1)[C:13]([C:35]1[CH:40]=[CH:39][C:38]([O:41]CC3C=CC=CC=3)=[CH:37][CH:36]=1)=[C:12]2[CH3:49])C1C=CC=CC=1.N#N. Given the product [F:34][CH2:33][C@@H:30]1[CH2:31][CH2:32][N:28]([CH2:27][CH2:26][O:25][C:22]2[CH:23]=[CH:24][C:19]([CH2:18][N:14]3[C:15]4[C:11](=[CH:10][C:9]([OH:8])=[CH:17][CH:16]=4)[C:12]([CH3:49])=[C:13]3[C:35]3[CH:36]=[CH:37][C:38]([OH:41])=[CH:39][CH:40]=3)=[CH:20][CH:21]=2)[CH2:29]1, predict the reactants needed to synthesize it.